Predict the product of the given reaction. From a dataset of Forward reaction prediction with 1.9M reactions from USPTO patents (1976-2016). (1) The product is: [NH2:1][C:2]1[C:7]([C:8]([OH:10])=[O:9])=[C:6]([CH3:13])[N:5]=[C:4]2[S:14][C:15]([Br:25])=[C:16]([C:17]3[CH:22]=[CH:21][CH:20]=[C:19]([O:23][CH3:24])[CH:18]=3)[C:3]=12. Given the reactants [NH2:1][C:2]1[C:7]([C:8]([O:10]CC)=[O:9])=[C:6]([CH3:13])[N:5]=[C:4]2[S:14][C:15]([Br:25])=[C:16]([C:17]3[CH:22]=[CH:21][CH:20]=[C:19]([O:23][CH3:24])[CH:18]=3)[C:3]=12.[OH-].[Na+].C(O)=O, predict the reaction product. (2) Given the reactants C(O[C:5](=[O:7])C)(=O)C.[OH:8][NH:9][CH:10]([CH2:35][CH2:36][CH2:37][C:38]1[N:43]=[CH:42][CH:41]=[CH:40][N:39]=1)[CH2:11][S:12]([N:15]1[CH2:20][CH2:19][N:18]([C:21]2[N:26]=[CH:25][C:24]([C:27]#[C:28][C:29]3[CH:34]=[CH:33][CH:32]=[CH:31][N:30]=3)=[CH:23][N:22]=2)[CH2:17][CH2:16]1)(=[O:14])=[O:13], predict the reaction product. The product is: [OH:8][N:9]([CH:10]([CH2:11][S:12]([N:15]1[CH2:16][CH2:17][N:18]([C:21]2[N:22]=[CH:23][C:24]([C:27]#[C:28][C:29]3[CH:34]=[CH:33][CH:32]=[CH:31][N:30]=3)=[CH:25][N:26]=2)[CH2:19][CH2:20]1)(=[O:14])=[O:13])[CH2:35][CH2:36][CH2:37][C:38]1[N:39]=[CH:40][CH:41]=[CH:42][N:43]=1)[CH:5]=[O:7]. (3) Given the reactants [Cl:1][C:2]1[C:9]([CH3:10])=[C:8]([N:11]2[C@H:15]([CH:16]([CH3:18])[CH3:17])[C@@H:14]3[C@H:19]([O:22][Si](C(C)(C)C)(C)C)[CH2:20][CH2:21][N:13]3[C:12]2=[O:30])[CH:7]=[CH:6][C:3]=1[C:4]#[N:5].CCCC[N+](CCCC)(CCCC)CCCC.[F-].[Cl-].[NH4+].CCOC(C)=O, predict the reaction product. The product is: [Cl:1][C:2]1[C:9]([CH3:10])=[C:8]([N:11]2[C@H:15]([CH:16]([CH3:18])[CH3:17])[C@@H:14]3[C@H:19]([OH:22])[CH2:20][CH2:21][N:13]3[C:12]2=[O:30])[CH:7]=[CH:6][C:3]=1[C:4]#[N:5]. (4) Given the reactants [OH:1][C:2]1[CH:14]=[CH:13][C:5]([CH:6]([OH:12])[C:7]([O:9][CH2:10][CH3:11])=[O:8])=[CH:4][CH:3]=1.C(OCC)(=O)C, predict the reaction product. The product is: [OH:1][C:2]1[CH:14]=[CH:13][C:5]([C:6]([C:7]([O:9][CH2:10][CH3:11])=[O:8])=[O:12])=[CH:4][CH:3]=1. (5) Given the reactants [C:1]1(=[O:7])[O:6][C:4](=[O:5])[CH2:3][CH2:2]1.[CH2:8]([OH:15])[C:9]1[CH:14]=[CH:13][CH:12]=[CH:11][CH:10]=1.N1C=CC=CC=1.C(O)(=O)CC(CC(O)=O)(C(O)=O)O, predict the reaction product. The product is: [CH2:8]([O:15][C:4](=[O:5])[CH2:3][CH2:2][C:1]([OH:6])=[O:7])[C:9]1[CH:14]=[CH:13][CH:12]=[CH:11][CH:10]=1.